Dataset: Reaction yield outcomes from USPTO patents with 853,638 reactions. Task: Predict the reaction yield, written as a fraction of the theoretical maximum amount of product (1.0 means a 100% yield; for example, 0.34 means a 34% yield). (1) The reactants are [CH3:1][O:2][C:3]1[CH:25]=[CH:24][C:6]([C:7]([C:9]2[S:13][C:12]([C:14]3[CH:19]=[CH:18][CH:17]=[CH:16][CH:15]=3)=[C:11]([CH2:20][C:21](O)=[O:22])[CH:10]=2)=[O:8])=[CH:5][CH:4]=1.C(Cl)(=O)C(Cl)=O.CN(C)C=O.[NH:37]1[CH2:41][CH2:40][CH2:39][CH2:38]1. The yield is 0.650. The product is [CH3:1][O:2][C:3]1[CH:4]=[CH:5][C:6]([C:7]([C:9]2[S:13][C:12]([C:14]3[CH:15]=[CH:16][CH:17]=[CH:18][CH:19]=3)=[C:11]([CH2:20][C:21]([N:37]3[CH2:41][CH2:40][CH2:39][CH2:38]3)=[O:22])[CH:10]=2)=[O:8])=[CH:24][CH:25]=1. The catalyst is ClCCl.O1CCCC1.O. (2) The reactants are [Cl:1][C:2]1[C:3]([OH:32])=[C:4]([S:9]([N:12]([CH2:21][C:22]2[N:27]=[C:26]([C:28]([O:30]C)=[O:29])[CH:25]=[CH:24][CH:23]=2)[CH2:13][C:14]2[CH:19]=[CH:18][C:17]([F:20])=[CH:16][CH:15]=2)(=[O:11])=[O:10])[CH:5]=[C:6]([Cl:8])[CH:7]=1.[OH-].[Na+].C1COCC1. The catalyst is CO. The product is [Cl:1][C:2]1[C:3]([OH:32])=[C:4]([S:9]([N:12]([CH2:21][C:22]2[N:27]=[C:26]([C:28]([OH:30])=[O:29])[CH:25]=[CH:24][CH:23]=2)[CH2:13][C:14]2[CH:15]=[CH:16][C:17]([F:20])=[CH:18][CH:19]=2)(=[O:10])=[O:11])[CH:5]=[C:6]([Cl:8])[CH:7]=1. The yield is 0.990. (3) The reactants are C1COCC1.CS(C)=O.[C:10]([C:13]1[CH:14]=[N:15][CH:16]=[CH:17][CH:18]=1)(=[O:12])[CH3:11]. The catalyst is CO. The product is [CH3:11][C@H:10]([C:13]1[CH:14]=[N:15][CH:16]=[CH:17][CH:18]=1)[OH:12]. The yield is 0.940. (4) The reactants are C[Al](C)C.[CH:5]1([N:8]2[CH2:14][CH2:13][CH2:12][N:11]([C:15]3[N:20]=[CH:19][C:18]([C:21]([O:23]C)=O)=[CH:17][N:16]=3)[CH2:10][CH2:9]2)[CH2:7][CH2:6]1.[CH3:25][O:26][C:27]1[CH:28]=[C:29]([CH2:35][CH2:36][C:37]2[CH:38]=[C:39]([NH2:42])[NH:40][N:41]=2)[CH:30]=[C:31]([O:33][CH3:34])[CH:32]=1. The catalyst is C1(C)C=CC=CC=1. The product is [CH:5]1([N:8]2[CH2:14][CH2:13][CH2:12][N:11]([C:15]3[N:16]=[CH:17][C:18]([C:21]([NH:42][C:39]4[NH:40][N:41]=[C:37]([CH2:36][CH2:35][C:29]5[CH:30]=[C:31]([O:33][CH3:34])[CH:32]=[C:27]([O:26][CH3:25])[CH:28]=5)[CH:38]=4)=[O:23])=[CH:19][N:20]=3)[CH2:10][CH2:9]2)[CH2:6][CH2:7]1. The yield is 0.0100.